This data is from NCI-60 drug combinations with 297,098 pairs across 59 cell lines. The task is: Regression. Given two drug SMILES strings and cell line genomic features, predict the synergy score measuring deviation from expected non-interaction effect. (1) Drug 2: C1CC(=O)NC(=O)C1N2C(=O)C3=CC=CC=C3C2=O. Synergy scores: CSS=8.22, Synergy_ZIP=0.940, Synergy_Bliss=8.79, Synergy_Loewe=4.05, Synergy_HSA=7.49. Drug 1: CN1CCC(CC1)COC2=C(C=C3C(=C2)N=CN=C3NC4=C(C=C(C=C4)Br)F)OC. Cell line: SNB-19. (2) Drug 1: C1=CN(C(=O)N=C1N)C2C(C(C(O2)CO)O)O.Cl. Drug 2: CCC1(CC2CC(C3=C(CCN(C2)C1)C4=CC=CC=C4N3)(C5=C(C=C6C(=C5)C78CCN9C7C(C=CC9)(C(C(C8N6C)(C(=O)OC)O)OC(=O)C)CC)OC)C(=O)OC)O.OS(=O)(=O)O. Cell line: HOP-62. Synergy scores: CSS=39.8, Synergy_ZIP=1.72, Synergy_Bliss=0.405, Synergy_Loewe=-4.04, Synergy_HSA=-1.32. (3) Drug 1: C1=CC=C(C=C1)NC(=O)CCCCCCC(=O)NO. Drug 2: C1CN(P(=O)(OC1)NCCCl)CCCl. Cell line: OVCAR-8. Synergy scores: CSS=29.2, Synergy_ZIP=1.30, Synergy_Bliss=4.19, Synergy_Loewe=2.16, Synergy_HSA=2.16. (4) Drug 2: C1=NC2=C(N=C(N=C2N1C3C(C(C(O3)CO)O)O)F)N. Synergy scores: CSS=31.0, Synergy_ZIP=0.614, Synergy_Bliss=1.89, Synergy_Loewe=-7.72, Synergy_HSA=2.91. Drug 1: CC1=CC=C(C=C1)C2=CC(=NN2C3=CC=C(C=C3)S(=O)(=O)N)C(F)(F)F. Cell line: OVCAR-8. (5) Drug 1: CC(C)(C#N)C1=CC(=CC(=C1)CN2C=NC=N2)C(C)(C)C#N. Drug 2: CCCCCOC(=O)NC1=NC(=O)N(C=C1F)C2C(C(C(O2)C)O)O. Cell line: OVCAR3. Synergy scores: CSS=-3.41, Synergy_ZIP=5.22, Synergy_Bliss=4.09, Synergy_Loewe=-1.26, Synergy_HSA=-1.94.